From a dataset of Forward reaction prediction with 1.9M reactions from USPTO patents (1976-2016). Predict the product of the given reaction. (1) Given the reactants [CH3:1][CH2:2][C:3](=O)[CH2:4][CH3:5].[Cl:7][C:8]1[C:13]([NH:14][NH2:15])=[CH:12][CH:11]=[CH:10][N:9]=1, predict the reaction product. The product is: [Cl:7][C:8]1[C:13]([NH:14][N:15]=[C:3]([CH2:4][CH3:5])[CH2:2][CH3:1])=[CH:12][CH:11]=[CH:10][N:9]=1. (2) The product is: [CH2:14]([N:16]([CH2:20][CH3:21])[C:17](=[O:18])[O:13][C:3]1[C:2]([Cl:1])=[C:11]2[C:6]([CH2:7][CH2:8][NH:9][C:10]2=[O:12])=[CH:5][CH:4]=1)[CH3:15]. Given the reactants [Cl:1][C:2]1[C:3]([OH:13])=[CH:4][CH:5]=[C:6]2[C:11]=1[C:10](=[O:12])[NH:9][CH2:8][CH2:7]2.[CH2:14]([N:16]([CH2:20][CH3:21])[C:17](Cl)=[O:18])[CH3:15].O, predict the reaction product. (3) Given the reactants [C:1]([N:4]1[C:13]2[C:8](=[CH:9][C:10]([C:14](O)=O)=[CH:11][CH:12]=2)[C@H:7]([NH:17][C:18]([O:20][CH:21]([CH3:23])[CH3:22])=[O:19])[CH2:6][C@@H:5]1[CH3:24])(=[O:3])[CH3:2].CN(C(ON1N=NC2C=CC=NC1=2)=[N+](C)C)C.F[P-](F)(F)(F)(F)F.CCN(C(C)C)C(C)C.[OH:58][NH:59][C:60](=[NH:70])[CH2:61][NH:62][C:63](=[O:69])[O:64][C:65]([CH3:68])([CH3:67])[CH3:66], predict the reaction product. The product is: [C:1]([N:4]1[C:13]2[C:8](=[CH:9][C:10]([C:14]3[O:58][N:59]=[C:60]([CH2:61][NH:62][C:63]([O:64][C:65]([CH3:66])([CH3:67])[CH3:68])=[O:69])[N:70]=3)=[CH:11][CH:12]=2)[C@H:7]([NH:17][C:18](=[O:19])[O:20][CH:21]([CH3:22])[CH3:23])[CH2:6][C@@H:5]1[CH3:24])(=[O:3])[CH3:2]. (4) Given the reactants [C:1]([O:5][CH:6]([C:11]1[C:16]([C:17]([F:20])([F:19])[F:18])=[CH:15][CH:14]=[C:13](B2OC(C)(C)C(C)(C)O2)[C:12]=1[C:30]1[CH:31]=[CH:32][C:33]2[O:38][CH2:37][CH2:36][CH2:35][C:34]=2[CH:39]=1)[C:7]([O:9][CH3:10])=[O:8])([CH3:4])([CH3:3])[CH3:2].Cl.Br[C:42]1[CH:47]=[CH:46][N:45]=[CH:44][N:43]=1.C(=O)([O-])[O-].[Na+].[Na+].ClCCl, predict the reaction product. The product is: [C:1]([O:5][CH:6]([C:11]1[C:16]([C:17]([F:20])([F:18])[F:19])=[CH:15][CH:14]=[C:13]([C:42]2[CH:47]=[CH:46][N:45]=[CH:44][N:43]=2)[C:12]=1[C:30]1[CH:31]=[CH:32][C:33]2[O:38][CH2:37][CH2:36][CH2:35][C:34]=2[CH:39]=1)[C:7]([O:9][CH3:10])=[O:8])([CH3:4])([CH3:2])[CH3:3]. (5) Given the reactants C(N(CC)C(C)C)(C)C.[F:10][C:11]1[CH:19]=[C:18]([N+:20]([O-:22])=[O:21])[CH:17]=[CH:16][C:12]=1[C:13]([OH:15])=O.F[P-](F)(F)(F)(F)F.N1(OC(N(C)C)=[N+](C)C)C2N=CC=CC=2N=N1.[C:47]([O:51][C:52]([CH3:55])([CH3:54])[CH3:53])(=[O:50])[NH:48][NH2:49], predict the reaction product. The product is: [C:52]([O:51][C:47]([NH:48][NH:49][C:13](=[O:15])[C:12]1[CH:16]=[CH:17][C:18]([N+:20]([O-:22])=[O:21])=[CH:19][C:11]=1[F:10])=[O:50])([CH3:55])([CH3:54])[CH3:53]. (6) Given the reactants Cl.[O:2]([NH2:4])[CH3:3].C[O:6][C:7]([C:9]1[CH:10]=[CH:11][C:12]([CH3:46])=[C:13]([C:15]2[CH:16]=[C:17]3[C:22](=[CH:23][CH:24]=2)[C:21](=[O:25])[N:20]([CH2:26][C:27]2[CH:32]=[CH:31][C:30]([C:33]4[CH2:34][CH2:35][N:36](C(OC(C)(C)C)=O)[CH2:37][CH:38]=4)=[CH:29][CH:28]=2)[CH:19]=[CH:18]3)[CH:14]=1)=O.C([Mg]Cl)(C)C.[Cl-].[NH4+], predict the reaction product. The product is: [CH3:3][O:2][NH:4][C:7](=[O:6])[C:9]1[CH:10]=[CH:11][C:12]([CH3:46])=[C:13]([C:15]2[CH:16]=[C:17]3[C:22](=[CH:23][CH:24]=2)[C:21](=[O:25])[N:20]([CH2:26][C:27]2[CH:32]=[CH:31][C:30]([C:33]4[CH2:34][CH2:35][NH:36][CH2:37][CH:38]=4)=[CH:29][CH:28]=2)[CH:19]=[CH:18]3)[CH:14]=1.